The task is: Predict the product of the given reaction.. This data is from Forward reaction prediction with 1.9M reactions from USPTO patents (1976-2016). (1) The product is: [CH2:6]([O:8][C:9]([C:11]1([CH2:24][CH2:25][CH2:1][Br:5])[CH2:16][CH2:15][N:14]([C:17]([O:19][C:20]([CH3:23])([CH3:22])[CH3:21])=[O:18])[CH2:13][CH2:12]1)=[O:10])[CH3:7]. Given the reactants [C:1]([Br:5])(Br)(Br)Br.[CH2:6]([O:8][C:9]([C:11]1([CH2:24][CH2:25]CO)[CH2:16][CH2:15][N:14]([C:17]([O:19][C:20]([CH3:23])([CH3:22])[CH3:21])=[O:18])[CH2:13][CH2:12]1)=[O:10])[CH3:7].C1(P(C2C=CC=CC=2)C2C=CC=CC=2)C=CC=CC=1, predict the reaction product. (2) The product is: [Cl:1][C:2]1[CH:7]=[CH:6][C:5]([NH:8][C:9]([NH:11][C:12]2[CH:27]=[CH:26][CH:25]=[C:14]([O:15][C:16]3[CH:21]=[CH:20][N:19]=[C:18]([C:22]([NH:34][N:33]([CH3:35])[CH3:32])=[O:23])[CH:17]=3)[CH:13]=2)=[O:10])=[CH:4][C:3]=1[C:28]([F:30])([F:31])[F:29]. Given the reactants [Cl:1][C:2]1[CH:7]=[CH:6][C:5]([NH:8][C:9]([NH:11][C:12]2[CH:13]=[C:14]([CH:25]=[CH:26][CH:27]=2)[O:15][C:16]2[CH:21]=[CH:20][N:19]=[C:18]([C:22](O)=[O:23])[CH:17]=2)=[O:10])=[CH:4][C:3]=1[C:28]([F:31])([F:30])[F:29].[CH3:32][N:33]([CH3:35])[NH2:34].C1C=CC2N(O)N=NC=2C=1.CCN=C=NCCCN(C)C.CN1[C@@H]2CC3C=CC(OC)=C4O[C@H]5[C@@H](O)C=C[C@@H]2[C@]5(C=34)CC1, predict the reaction product. (3) Given the reactants C(OC(=O)[N:6]([CH2:22][C@@H:23]([NH:32]C(OC(C)(C)C)=O)[CH2:24][C:25]1[CH:30]=[CH:29][C:28]([Cl:31])=[CH:27][CH:26]=1)[C:7]1[O:11][N:10]=[C:9]([C:12]2[CH:13]=[C:14]3[C:19](=[CH:20][CH:21]=2)[CH:18]=[N:17][CH:16]=[CH:15]3)[CH:8]=1)C=C.C[Si](C)(C)NO[Si](C)(C)C.C(O)(C(F)(F)F)=O.[OH-].[Na+], predict the reaction product. The product is: [NH2:32][C@@H:23]([CH2:24][C:25]1[CH:26]=[CH:27][C:28]([Cl:31])=[CH:29][CH:30]=1)[CH2:22][NH:6][C:7]1[O:11][N:10]=[C:9]([C:12]2[CH:13]=[C:14]3[C:19](=[CH:20][CH:21]=2)[CH:18]=[N:17][CH:16]=[CH:15]3)[CH:8]=1. (4) Given the reactants [Br:1]N1C(=O)CCC1=O.[F:9][C:10]1[C:15]2[N:16]=[C:17]([C:19]3[C:20]([NH2:25])=[N:21][CH:22]=[CH:23][CH:24]=3)[O:18][C:14]=2[CH:13]=[CH:12][CH:11]=1, predict the reaction product. The product is: [Br:1][C:23]1[CH:24]=[C:19]([C:17]2[O:18][C:14]3[CH:13]=[CH:12][CH:11]=[C:10]([F:9])[C:15]=3[N:16]=2)[C:20]([NH2:25])=[N:21][CH:22]=1.